This data is from Forward reaction prediction with 1.9M reactions from USPTO patents (1976-2016). The task is: Predict the product of the given reaction. (1) Given the reactants [OH:1][C:2]1[CH:7]=[CH:6][C:5]([C:8]2[S:9][CH2:10][C:11](=[O:13])[N:12]=2)=[CH:4][C:3]=1[O:14][CH3:15].[CH3:16][C:17]1[CH:24]=[CH:23][C:20]([CH:21]=O)=[CH:19][CH:18]=1.C(O)(=O)C.C([O-])(=O)C.[Na+], predict the reaction product. The product is: [OH:1][C:2]1[CH:7]=[CH:6][C:5]([C:8]2[S:9][C:10](=[CH:16][C:17]3[CH:24]=[CH:23][C:20]([CH3:21])=[CH:19][CH:18]=3)[C:11](=[O:13])[N:12]=2)=[CH:4][C:3]=1[O:14][CH3:15]. (2) Given the reactants C([O:5][C:6]([C:8]1[CH:9]=[CH:10][C:11]([C:14]2[N:18]=[C:17]([C:19]3[CH:24]=[CH:23][CH:22]=[C:21]([C:25]#[N:26])[CH:20]=3)[O:16][N:15]=2)=[N:12][CH:13]=1)=[O:7])(C)(C)C, predict the reaction product. The product is: [OH:7][C:6]([C:8]1[CH:9]=[CH:10][C:11]([C:14]2[N:18]=[C:17]([C:19]3[CH:24]=[CH:23][CH:22]=[C:21]([C:25]#[N:26])[CH:20]=3)[O:16][N:15]=2)=[N:12][CH:13]=1)=[O:5]. (3) Given the reactants [CH2:1]([O:5][C:6]1[CH:14]=[CH:13][CH:12]=[C:11]2[C:7]=1[CH:8]=[C:9]([C:15]([OH:17])=O)[NH:10]2)[CH:2]([CH3:4])[CH3:3].Cl.Cl.Cl.[NH2:21][CH:22]1[CH2:27][CH2:26][N:25]([CH2:28][C@@H:29]([N:31]2[CH2:36][CH2:35][CH:34]([OH:37])[CH2:33][CH2:32]2)[CH3:30])[CH2:24][CH2:23]1, predict the reaction product. The product is: [OH:37][CH:34]1[CH2:33][CH2:32][N:31]([C@@H:29]([CH3:30])[CH2:28][N:25]2[CH2:24][CH2:23][CH:22]([NH:21][C:15]([C:9]3[NH:10][C:11]4[C:7]([CH:8]=3)=[C:6]([O:5][CH2:1][CH:2]([CH3:3])[CH3:4])[CH:14]=[CH:13][CH:12]=4)=[O:17])[CH2:27][CH2:26]2)[CH2:36][CH2:35]1. (4) The product is: [CH3:20][C:19]([CH2:18][CH2:17][CH:16]=[C:14]([CH3:15])[CH3:13])=[CH:21][CH2:22][O:6][C:5](=[O:7])[CH2:4][CH2:3][C:2](=[O:1])[CH2:8][CH2:9][CH2:10][CH2:11][CH3:12]. Given the reactants [O:1]=[C:2]([CH2:8][CH2:9][CH2:10][CH2:11][CH3:12])[CH2:3][CH2:4][C:5]([OH:7])=[O:6].[CH3:13][C:14](=[CH:16][CH2:17][CH2:18]/[C:19](=[CH:21]/[CH2:22]O)/[CH3:20])[CH3:15], predict the reaction product. (5) Given the reactants [C:1]1([C:7]2[C:15]3[C:10](=[CH:11][C:12]([O:16][CH2:17][CH2:18][CH2:19][C:20]4[CH:25]=[CH:24][CH:23]=[CH:22][CH:21]=4)=[CH:13][CH:14]=3)[C:9](=[O:26])[CH:8]=2)[CH:6]=[CH:5][CH:4]=[CH:3][CH:2]=1.[Br:27]N1C(=O)CCC1=O.N(C(C)(C)C#N)=NC(C)(C)C#N, predict the reaction product. The product is: [Br:27][C:8]1[C:9](=[O:26])[C:10]2[C:15]([C:7]=1[C:1]1[CH:2]=[CH:3][CH:4]=[CH:5][CH:6]=1)=[CH:14][CH:13]=[C:12]([O:16][CH2:17][CH2:18][CH2:19][C:20]1[CH:25]=[CH:24][CH:23]=[CH:22][CH:21]=1)[CH:11]=2. (6) Given the reactants C(O[C:4]1[C:5](=[O:12])[C:6](=[O:11])[C:7]=1[O:8][CH2:9][CH3:10])C.[NH2:13][C:14]1[C:15]([OH:29])=[C:16]([S:21]([N:24]([O:27][CH3:28])[CH2:25][CH3:26])(=[O:23])=[O:22])[C:17]([Cl:20])=[CH:18][CH:19]=1, predict the reaction product. The product is: [Cl:20][C:17]1[C:16]([S:21]([N:24]([O:27][CH3:28])[CH2:25][CH3:26])(=[O:22])=[O:23])=[C:15]([OH:29])[C:14]([NH:13][C:4]2[C:5](=[O:12])[C:6](=[O:11])[C:7]=2[O:8][CH2:9][CH3:10])=[CH:19][CH:18]=1. (7) Given the reactants Br[C:2]1[S:6][C:5]([CH3:7])=[N:4][C:3]=1[C:8]1[CH:13]=[CH:12][C:11]([O:14][CH3:15])=[CH:10][CH:9]=1.[F:16][C:17]([F:28])([F:27])[C:18]1[CH:23]=[CH:22][C:21](B(O)O)=[CH:20][CH:19]=1.C(=O)([O-])[O-].[Na+].[Na+], predict the reaction product. The product is: [CH3:15][O:14][C:11]1[CH:12]=[CH:13][C:8]([C:3]2[N:4]=[C:5]([CH3:7])[S:6][C:2]=2[C:21]2[CH:22]=[CH:23][C:18]([C:17]([F:28])([F:27])[F:16])=[CH:19][CH:20]=2)=[CH:9][CH:10]=1. (8) Given the reactants F[C:2]1[CH:3]=[C:4]([CH:8]=[CH:9][N:10]=1)[C:5]([OH:7])=[O:6].[CH3:11][S:12][C:13]1[CH:19]=[CH:18][C:16]([NH2:17])=[CH:15][CH:14]=1.[H-].[Na+].C(O)(=O)C, predict the reaction product. The product is: [CH3:11][S:12][C:13]1[CH:19]=[CH:18][C:16]([NH:17][C:2]2[CH:3]=[C:4]([CH:8]=[CH:9][N:10]=2)[C:5]([OH:7])=[O:6])=[CH:15][CH:14]=1.